Task: Predict which catalyst facilitates the given reaction.. Dataset: Catalyst prediction with 721,799 reactions and 888 catalyst types from USPTO Reactant: [NH2:1][C:2]1[CH:7]=[CH:6][CH:5]=[CH:4][C:3]=1/[CH:8]=[CH:9]/[C:10]([O:12][CH3:13])=[O:11].[CH3:14][C:15](=O)[CH3:16].[BH3-]C#N.[Na+]. Product: [CH:15]([NH:1][C:2]1[CH:7]=[CH:6][CH:5]=[CH:4][C:3]=1/[CH:8]=[CH:9]/[C:10]([O:12][CH3:13])=[O:11])([CH3:16])[CH3:14]. The catalyst class is: 52.